From a dataset of Full USPTO retrosynthesis dataset with 1.9M reactions from patents (1976-2016). Predict the reactants needed to synthesize the given product. (1) Given the product [CH2:15]([CH:12]1[CH2:11][CH2:10][CH:9]([C:20]([O:22][C:31]2[CH:37]=[CH:35][C:34](/[CH:23]=[CH:24]/[C:25]([OH:27])=[O:26])=[CH:33][CH:32]=2)=[O:21])[CH2:14][CH2:13]1)[CH2:16][CH2:17][CH2:18][CH3:19], predict the reactants needed to synthesize it. The reactants are: C(C1C=CC([C:9]2([C:20]([O-:22])=[O:21])[CH2:14][CH2:13][CH:12]([CH2:15][CH2:16][CH2:17][CH2:18][CH3:19])[CH2:11][CH2:10]2)=CC=1)=O.[C:23](O)(=O)[CH2:24][C:25]([OH:27])=[O:26].N1[CH:35]=[CH:34][CH:33]=[CH:32][CH:31]=1.N1CCC[CH2:37]1.Cl. (2) Given the product [CH2:11]([O:1][C:2]1[CH:3]=[C:4]([CH:7]=[CH:8][C:9]=1[CH3:10])[CH:5]=[O:6])[CH3:12], predict the reactants needed to synthesize it. The reactants are: [OH:1][C:2]1[CH:3]=[C:4]([CH:7]=[CH:8][C:9]=1[CH3:10])[CH:5]=[O:6].[CH2:11](I)[CH3:12].C([O-])([O-])=O.[K+].[K+]. (3) Given the product [F:7][C:8]1[CH:9]=[CH:10][C:11]([CH2:12][O:16][CH2:22][C:21]([O:24][CH3:25])=[O:23])=[CH:17][CH:18]=1, predict the reactants needed to synthesize it. The reactants are: C(=O)([O-])[O-].[Cs+].[Cs+].[F:7][C:8]1[CH:18]=[CH:17][C:11]([CH:12]([OH:16])C(O)=O)=[CH:10][CH:9]=1.CI.[C:21]([O:24][CH2:25]C)(=[O:23])[CH3:22]. (4) Given the product [Cl:21][C:7]1[C:6]2[C:11](=[CH:12][CH:13]=[C:14]3[S:2](=[O:18])(=[O:1])[CH2:3][CH2:4][C:5]3=2)[N:10]=[CH:9][C:8]=1[C:15]#[N:16], predict the reactants needed to synthesize it. The reactants are: [O:1]=[S:2]1(=[O:18])[C:14]2[C:5](=[C:6]3[C:11](=[CH:12][CH:13]=2)[NH:10][CH:9]=[C:8]([C:15]#[N:16])[C:7]3=O)[CH2:4][CH2:3]1.P(Cl)(Cl)([Cl:21])=O. (5) Given the product [CH2:1]([O:3][C:4]([C:6]1[CH:7]=[N:8][N:9]([CH3:21])[C:10]=1[NH:11][C:12]1[CH:17]=[CH:16][CH:15]=[CH:14][C:13]=1[NH2:18])=[O:5])[CH3:2], predict the reactants needed to synthesize it. The reactants are: [CH2:1]([O:3][C:4]([C:6]1[CH:7]=[N:8][N:9]([CH3:21])[C:10]=1[NH:11][C:12]1[CH:17]=[CH:16][CH:15]=[CH:14][C:13]=1[N+:18]([O-])=O)=[O:5])[CH3:2]. (6) Given the product [OH:37][CH2:38][CH2:39][CH2:40][CH2:41][CH2:42][NH:43][C:44]1[CH:51]=[C:50]([N:52]2[C:56]3=[N:57][CH:58]=[CH:59][C:60]([C:61]4[CH:62]=[N:63][C:64]5[C:69]([CH:70]=4)=[CH:68][CH:67]=[CH:66][CH:65]=5)=[C:55]3[C:54]([CH3:71])=[CH:53]2)[CH:49]=[CH:48][C:45]=1[C:46]([NH2:47])=[O:36], predict the reactants needed to synthesize it. The reactants are: BrC1C=C(N2C3=NC=CC(C4C=NC5C(C=4)=CC=CC=5)=C3C(C)=C2)C=CC=1C#N.NCCCCC[OH:36].[OH:37][CH2:38][CH2:39][CH2:40][CH2:41][CH2:42][NH:43][C:44]1[CH:51]=[C:50]([N:52]2[C:56]3=[N:57][CH:58]=[CH:59][C:60]([C:61]4[CH:62]=[N:63][C:64]5[C:69]([CH:70]=4)=[CH:68][CH:67]=[CH:66][CH:65]=5)=[C:55]3[C:54]([CH3:71])=[CH:53]2)[CH:49]=[CH:48][C:45]=1[C:46]#[N:47]. (7) Given the product [CH2:1]([NH:8][C:14]1[CH:13]=[N:12][CH:11]=[C:10]([Br:9])[CH:15]=1)[C:2]1[CH:7]=[CH:6][CH:5]=[CH:4][CH:3]=1, predict the reactants needed to synthesize it. The reactants are: [CH2:1]([NH2:8])[C:2]1[CH:7]=[CH:6][CH:5]=[CH:4][CH:3]=1.[Br:9][C:10]1[CH:11]=[N:12][CH:13]=[C:14](Br)[CH:15]=1.C1C=CC(P(C2C(C3C(P(C4C=CC=CC=4)C4C=CC=CC=4)=CC=C4C=3C=CC=C4)=C3C(C=CC=C3)=CC=2)C2C=CC=CC=2)=CC=1.CC(C)([O-])C.[Na+]. (8) Given the product [OH:16][CH2:2][C:3]1[CH:12]=[CH:11][C:6]([C:7]([O:9][CH3:10])=[O:8])=[CH:5][C:4]=1[O:13][CH3:14], predict the reactants needed to synthesize it. The reactants are: Br[CH2:2][C:3]1[CH:12]=[CH:11][C:6]([C:7]([O:9][CH3:10])=[O:8])=[CH:5][C:4]=1[O:13][CH3:14].C([O-])(O)=[O:16].[Na+].Cl. (9) The reactants are: [Cl:1][C:2]1[CH:3]=[CH:4][C:5]([O:11][C:12]2[CH:17]=[CH:16][CH:15]=[C:14]([F:18])[CH:13]=2)=[C:6]([CH:10]=1)[C:7]([OH:9])=O.Cl.[NH2:20][C@H:21]([C:23]1[CH:32]=[CH:31][C:26]([C:27]([O:29][CH3:30])=[O:28])=[CH:25][CH:24]=1)[CH3:22]. Given the product [Cl:1][C:2]1[CH:3]=[CH:4][C:5]([O:11][C:12]2[CH:17]=[CH:16][CH:15]=[C:14]([F:18])[CH:13]=2)=[C:6]([CH:10]=1)[C:7]([NH:20][C@H:21]([C:23]1[CH:32]=[CH:31][C:26]([C:27]([O:29][CH3:30])=[O:28])=[CH:25][CH:24]=1)[CH3:22])=[O:9], predict the reactants needed to synthesize it. (10) Given the product [OH:8][C:9]1[C:10]([O:24][CH3:25])=[CH:11][C:12]2[C:18](=[O:19])[N:17]3[CH2:20][CH2:21][CH2:22][C@H:16]3[CH:15]=[N:14][C:13]=2[CH:23]=1, predict the reactants needed to synthesize it. The reactants are: C([O:8][C:9]1[C:10]([O:24][CH3:25])=[CH:11][C:12]2[C:18](=[O:19])[N:17]3[CH2:20][CH2:21][CH2:22][C@@H:16]3[CH:15]=[N:14][C:13]=2[CH:23]=1)C1C=CC=CC=1.